This data is from Forward reaction prediction with 1.9M reactions from USPTO patents (1976-2016). The task is: Predict the product of the given reaction. The product is: [NH2:1][C:2]1[C:7]2[C:8]([C:11]3[CH:16]=[CH:15][C:14]([NH:17][C:18]([C:20]4[N:21]([CH3:29])[C:22]5[C:27]([CH:28]=4)=[CH:26][CH:25]=[CH:24][CH:23]=5)=[O:19])=[C:13]([O:30][CH3:31])[CH:12]=3)=[CH:9][S:10][C:6]=2[C:5](/[CH:32]=[CH:33]/[CH2:34][N:53]2[CH2:54][CH2:55][N:50]([CH2:56][CH2:57][OH:58])[CH2:51][CH2:52]2)=[CH:4][N:3]=1.[CH3:20][C:18]([CH2:47][C:46]([OH:45])=[O:48])=[O:19]. Given the reactants [NH2:1][C:2]1[C:7]2[C:8]([C:11]3[CH:16]=[CH:15][C:14]([NH:17][C:18]([C:20]4[N:21]([CH3:29])[C:22]5[C:27]([CH:28]=4)=[CH:26][CH:25]=[CH:24][CH:23]=5)=[O:19])=[C:13]([O:30][CH3:31])[CH:12]=3)=[CH:9][S:10][C:6]=2[C:5](/[CH:32]=[CH:33]/[CH:34]=O)=[CH:4][N:3]=1.[C:46]([O:45][BH-]([O:45][C:46](=[O:48])[CH3:47])[O:45][C:46](=[O:48])[CH3:47])(=[O:48])[CH3:47].[Na+].[N:50]1([CH2:56][CH2:57][OH:58])[CH2:55][CH2:54][NH:53][CH2:52][CH2:51]1, predict the reaction product.